From a dataset of NCI-60 drug combinations with 297,098 pairs across 59 cell lines. Regression. Given two drug SMILES strings and cell line genomic features, predict the synergy score measuring deviation from expected non-interaction effect. (1) Drug 1: CNC(=O)C1=CC=CC=C1SC2=CC3=C(C=C2)C(=NN3)C=CC4=CC=CC=N4. Drug 2: CC1=C(C(=O)C2=C(C1=O)N3CC4C(C3(C2COC(=O)N)OC)N4)N. Cell line: MDA-MB-435. Synergy scores: CSS=0.718, Synergy_ZIP=-2.65, Synergy_Bliss=-6.91, Synergy_Loewe=-11.1, Synergy_HSA=-8.06. (2) Synergy scores: CSS=36.4, Synergy_ZIP=8.55, Synergy_Bliss=9.25, Synergy_Loewe=0.140, Synergy_HSA=9.85. Drug 2: CC1=C2C(C(=O)C3(C(CC4C(C3C(C(C2(C)C)(CC1OC(=O)C(C(C5=CC=CC=C5)NC(=O)OC(C)(C)C)O)O)OC(=O)C6=CC=CC=C6)(CO4)OC(=O)C)O)C)O. Drug 1: CC12CCC(CC1=CCC3C2CCC4(C3CC=C4C5=CN=CC=C5)C)O. Cell line: UACC-257. (3) Drug 1: CC1=C(C=C(C=C1)NC2=NC=CC(=N2)N(C)C3=CC4=NN(C(=C4C=C3)C)C)S(=O)(=O)N.Cl. Drug 2: C1C(C(OC1N2C=C(C(=O)NC2=O)F)CO)O. Cell line: UACC-257. Synergy scores: CSS=9.93, Synergy_ZIP=-5.94, Synergy_Bliss=-4.70, Synergy_Loewe=-16.3, Synergy_HSA=-5.11. (4) Drug 1: C1=CC(=CC=C1CC(C(=O)O)N)N(CCCl)CCCl.Cl. Drug 2: N.N.Cl[Pt+2]Cl. Cell line: UO-31. Synergy scores: CSS=7.85, Synergy_ZIP=-1.90, Synergy_Bliss=2.20, Synergy_Loewe=1.96, Synergy_HSA=2.34. (5) Cell line: RXF 393. Drug 1: CN1CCC(CC1)COC2=C(C=C3C(=C2)N=CN=C3NC4=C(C=C(C=C4)Br)F)OC. Drug 2: CN1C2=C(C=C(C=C2)N(CCCl)CCCl)N=C1CCCC(=O)O.Cl. Synergy scores: CSS=9.51, Synergy_ZIP=-2.80, Synergy_Bliss=1.50, Synergy_Loewe=-3.52, Synergy_HSA=0.555. (6) Drug 1: CN(C)N=NC1=C(NC=N1)C(=O)N. Drug 2: C1=C(C(=O)NC(=O)N1)F. Cell line: OVCAR-4. Synergy scores: CSS=48.1, Synergy_ZIP=4.85, Synergy_Bliss=5.86, Synergy_Loewe=-2.88, Synergy_HSA=5.88. (7) Drug 1: CC(CN1CC(=O)NC(=O)C1)N2CC(=O)NC(=O)C2. Drug 2: CN1C(=O)N2C=NC(=C2N=N1)C(=O)N. Cell line: HT29. Synergy scores: CSS=35.4, Synergy_ZIP=-0.754, Synergy_Bliss=4.40, Synergy_Loewe=-5.19, Synergy_HSA=0.886. (8) Drug 1: CCN(CC)CCNC(=O)C1=C(NC(=C1C)C=C2C3=C(C=CC(=C3)F)NC2=O)C. Drug 2: C1CCC(C(C1)N)N.C(=O)(C(=O)[O-])[O-].[Pt+4]. Cell line: SF-295. Synergy scores: CSS=20.4, Synergy_ZIP=-7.42, Synergy_Bliss=-4.27, Synergy_Loewe=-1.04, Synergy_HSA=-1.07.